From a dataset of Catalyst prediction with 721,799 reactions and 888 catalyst types from USPTO. Predict which catalyst facilitates the given reaction. (1) Reactant: [Cl:1][C:2]1[CH:3]=[C:4]([CH:30]=[CH:31][C:32]=1[F:33])[CH2:5][N:6]1[C:11](=[O:12])[C:10]2[C:13]([O:24]C)=[C:14]3[C:19](=[O:20])[N:18]([CH2:21][CH3:22])[CH2:17][C@H:16]([CH3:23])[N:15]3[C:9]=2[C:8]([C:26]([NH:28][CH3:29])=[O:27])=[N:7]1.B(Br)(Br)Br.CO. Product: [Cl:1][C:2]1[CH:3]=[C:4]([CH:30]=[CH:31][C:32]=1[F:33])[CH2:5][N:6]1[C:11](=[O:12])[C:10]2[C:13]([OH:24])=[C:14]3[C:19](=[O:20])[N:18]([CH2:21][CH3:22])[CH2:17][C@H:16]([CH3:23])[N:15]3[C:9]=2[C:8]([C:26]([NH:28][CH3:29])=[O:27])=[N:7]1. The catalyst class is: 4. (2) Reactant: [CH2:1]([OH:23])[C@H:2]1[O:7][C@H:6]([O:8][C@H:9]2[C@H:14]([OH:15])[C@@H:13]([OH:16])[C@H:12]([OH:17])[O:11][C@@H:10]2[CH2:18][OH:19])[C@H:5]([OH:20])[C@@H:4]([OH:21])[C@@H:3]1[OH:22].O.[NH2:25][C@H:26]([C:34]([OH:36])=[O:35])[CH2:27][CH2:28][CH2:29][NH:30][C:31](=[NH:33])[NH2:32].[NH2:37][C@H:38]([C:46]([OH:48])=[O:47])[CH2:39][C:40]1[CH:45]=[CH:44][CH:43]=[CH:42][CH:41]=1.C(O)[C@H]1O[C@H](O[C@H]2[C@H](O)[C@@H](O)[C@H](O)O[C@@H]2CO)[C@H](O)[C@@H](O)[C@@H]1O. Product: [CH2:1]([OH:23])[C@H:2]1[O:7][C@H:6]([O:8][C@H:9]2[C@H:14]([OH:15])[C@@H:13]([OH:16])[C@H:12]([OH:17])[O:11][C@@H:10]2[CH2:18][OH:19])[C@H:5]([OH:20])[C@@H:4]([OH:21])[C@@H:3]1[OH:22].[NH2:25][C@H:26]([C:34]([OH:36])=[O:35])[CH2:27][CH2:28][CH2:29][NH:30][C:31](=[NH:32])[NH2:33].[NH2:37][C@H:38]([C:46]([OH:48])=[O:47])[CH2:39][C:40]1[CH:45]=[CH:44][CH:43]=[CH:42][CH:41]=1. The catalyst class is: 6. (3) Reactant: [C:1]1([C:7]2[NH:11][N:10]=[N:9][N:8]=2)[CH:6]=[CH:5][CH:4]=[CH:3][CH:2]=1.C(=O)([O-])[O-].[Na+].[Na+].O.[C:19](Cl)([C:32]1[CH:37]=[CH:36][CH:35]=[CH:34][CH:33]=1)([C:26]1[CH:31]=[CH:30][CH:29]=[CH:28][CH:27]=1)[C:20]1[CH:25]=[CH:24][CH:23]=[CH:22][CH:21]=1. Product: [C:1]1([C:7]2[N:11]([C:19]([C:20]3[CH:25]=[CH:24][CH:23]=[CH:22][CH:21]=3)([C:32]3[CH:33]=[CH:34][CH:35]=[CH:36][CH:37]=3)[C:26]3[CH:27]=[CH:28][CH:29]=[CH:30][CH:31]=3)[N:10]=[N:9][N:8]=2)[CH:2]=[CH:3][CH:4]=[CH:5][CH:6]=1. The catalyst class is: 596. (4) Reactant: [CH2:1]([OH:4])[CH2:2][OH:3].B(F)(F)F.CCOCC.[C:14]([C:22]1[CH:29]=[CH:28][C:25]([C:26]#[N:27])=[CH:24][CH:23]=1)(=O)[C:15]1[CH:20]=[CH:19][CH:18]=[CH:17][CH:16]=1. Product: [C:15]1([C:14]2([C:22]3[CH:23]=[CH:24][C:25]([C:26]#[N:27])=[CH:28][CH:29]=3)[O:4][CH2:1][CH2:2][O:3]2)[CH:16]=[CH:17][CH:18]=[CH:19][CH:20]=1. The catalyst class is: 48. (5) Reactant: [CH2:1]([O:8][C:9]1[CH:14]=[CH:13][C:12]([CH2:15][CH2:16][CH2:17][CH2:18][CH2:19][CH2:20][CH2:21][S:22](Cl)(=[O:24])=[O:23])=[CH:11][CH:10]=1)[C:2]1[CH:7]=[CH:6][CH:5]=[CH:4][CH:3]=1.[NH4+].[F-:27]. Product: [CH2:1]([O:8][C:9]1[CH:14]=[CH:13][C:12]([CH2:15][CH2:16][CH2:17][CH2:18][CH2:19][CH2:20][CH2:21][S:22]([F:27])(=[O:24])=[O:23])=[CH:11][CH:10]=1)[C:2]1[CH:7]=[CH:6][CH:5]=[CH:4][CH:3]=1. The catalyst class is: 883. (6) Reactant: [CH3:1][O:2][CH2:3][O:4][C:5]1[CH:10]=[C:9]([CH3:11])[C:8]([C:12]2[CH:17]=[CH:16][CH:15]=[C:14]([CH2:18][O:19][C:20]3[CH:21]=[CH:22][C:23]4[C:24](=O)[C:25]5[C:30]([C:31]=4[CH:32]=3)=[CH:29][CH:28]=[CH:27][CH:26]=5)[C:13]=2[CH3:34])=[C:7]([CH3:35])[CH:6]=1.Br[CH2:37][C:38]([O:40][CH2:41][CH3:42])=[O:39].Cl. Product: [CH3:1][O:2][CH2:3][O:4][C:5]1[CH:6]=[C:7]([CH3:35])[C:8]([C:12]2[CH:17]=[CH:16][CH:15]=[C:14]([CH2:18][O:19][C:20]3[CH:21]=[CH:22][C:23]4[C:24](=[CH:37][C:38]([O:40][CH2:41][CH3:42])=[O:39])[C:25]5[C:30]([C:31]=4[CH:32]=3)=[CH:29][CH:28]=[CH:27][CH:26]=5)[C:13]=2[CH3:34])=[C:9]([CH3:11])[CH:10]=1. The catalyst class is: 324. (7) Reactant: [NH2:1][CH2:2][CH2:3][C:4]1[CH:9]=[CH:8][C:7]([OH:10])=[CH:6][CH:5]=1.C(=O)(O)[O-].[Na+].[C:16](O[C:16]([O:18][C:19]([CH3:22])([CH3:21])[CH3:20])=[O:17])([O:18][C:19]([CH3:22])([CH3:21])[CH3:20])=[O:17]. Product: [OH:10][C:7]1[CH:8]=[CH:9][C:4]([CH2:3][CH2:2][NH:1][C:16](=[O:17])[O:18][C:19]([CH3:22])([CH3:21])[CH3:20])=[CH:5][CH:6]=1. The catalyst class is: 7.